This data is from Full USPTO retrosynthesis dataset with 1.9M reactions from patents (1976-2016). The task is: Predict the reactants needed to synthesize the given product. (1) Given the product [NH2:1][C:2]1[N:6]=[CH:5][N:4]([CH2:19][C:15]2[CH:16]=[CH:11][C:12]([C:17]#[N:18])=[CH:13][CH:14]=2)[N:3]=1, predict the reactants needed to synthesize it. The reactants are: [NH2:1][C:2]1[N:6]=[CH:5][NH:4][N:3]=1.[H-].[Na+].BrC[C:11]1[C:12]([C:17]#[N:18])=[CH:13][CH:14]=[CH:15][CH:16]=1.[CH3:19]N(C=O)C. (2) Given the product [F:1][C:2]1[CH:3]=[CH:4][C:5]([C:8]([C:10]2[N:11]=[C:12]([C:24]3[CH:29]=[CH:28][C:27]([O:30][CH3:31])=[CH:26][CH:25]=3)[NH:13][CH:14]=2)=[O:9])=[CH:6][CH:7]=1, predict the reactants needed to synthesize it. The reactants are: [F:1][C:2]1[CH:7]=[CH:6][C:5]([C:8]([C:10]2[N:11]=[C:12]([C:24]3[CH:29]=[CH:28][C:27]([O:30][CH3:31])=[CH:26][CH:25]=3)[N:13](S(C3C=CC=CC=3)(=O)=O)[CH:14]=2)=[O:9])=[CH:4][CH:3]=1.[F-].C([N+](CCCC)(CCCC)CCCC)CCC.C([O-])(O)=O.[Na+]. (3) The reactants are: F[C:2]1[CH:9]=[CH:8][C:5]([C:6]#[N:7])=[CH:4][CH:3]=1.[OH:10][C:11]1[CH:16]=[CH:15][C:14]([CH2:17][NH:18][C:19](=[O:27])[C:20]2[CH:25]=[CH:24][CH:23]=[N:22][C:21]=2[NH2:26])=[CH:13][CH:12]=1.C(=O)([O-])[O-].[Cs+].[Cs+].Cl. Given the product [C:6]([C:5]1[CH:8]=[CH:9][C:2]([O:10][C:11]2[CH:12]=[CH:13][C:14]([CH2:17][NH:18][C:19](=[O:27])[C:20]3[CH:25]=[CH:24][CH:23]=[N:22][C:21]=3[NH2:26])=[CH:15][CH:16]=2)=[CH:3][CH:4]=1)#[N:7], predict the reactants needed to synthesize it. (4) Given the product [CH3:21][O:22][C:23]1[N:28]=[CH:27][C:26]([C:2]2[N:3]=[C:4]([N:15]3[CH2:20][CH2:19][O:18][CH2:17][CH2:16]3)[C:5]3[CH:10]=[C:9]([C:11]([OH:14])([CH3:13])[CH3:12])[S:8][C:6]=3[N:7]=2)=[CH:25][N:24]=1, predict the reactants needed to synthesize it. The reactants are: Cl[C:2]1[N:3]=[C:4]([N:15]2[CH2:20][CH2:19][O:18][CH2:17][CH2:16]2)[C:5]2[CH:10]=[C:9]([C:11]([OH:14])([CH3:13])[CH3:12])[S:8][C:6]=2[N:7]=1.[CH3:21][O:22][C:23]1[N:28]=[CH:27][C:26](B(O)O)=[CH:25][N:24]=1.